From a dataset of Forward reaction prediction with 1.9M reactions from USPTO patents (1976-2016). Predict the product of the given reaction. (1) Given the reactants [Cl:1][C:2]1[C:3]([O:14][CH2:15][C:16]2[CH:21]=[CH:20][C:19]([O:22][CH3:23])=[CH:18][CH:17]=2)=[CH:4][C:5]([OH:13])=[C:6]([CH:12]=1)[C:7]([O:9]CC)=[O:8].Cl, predict the reaction product. The product is: [Cl:1][C:2]1[C:3]([O:14][CH2:15][C:16]2[CH:21]=[CH:20][C:19]([O:22][CH3:23])=[CH:18][CH:17]=2)=[CH:4][C:5]([OH:13])=[C:6]([CH:12]=1)[C:7]([OH:9])=[O:8]. (2) Given the reactants Cl.[I:2][C:3]1[CH:4]=[C:5]([CH:9]=[CH:10][C:11]=1[OH:12])[C:6]([OH:8])=[O:7].[CH3:13][CH2:14]O, predict the reaction product. The product is: [CH2:13]([O:7][C:6](=[O:8])[C:5]1[CH:9]=[CH:10][C:11]([OH:12])=[C:3]([I:2])[CH:4]=1)[CH3:14].